From a dataset of Peptide-MHC class II binding affinity with 134,281 pairs from IEDB. Regression. Given a peptide amino acid sequence and an MHC pseudo amino acid sequence, predict their binding affinity value. This is MHC class II binding data. (1) The peptide sequence is VCGMFTNRSGSQQW. The MHC is DRB1_0401 with pseudo-sequence DRB1_0401. The binding affinity (normalized) is 0.396. (2) The peptide sequence is DEVLIEVNPPFGDSY. The MHC is DRB1_1302 with pseudo-sequence DRB1_1302. The binding affinity (normalized) is 0.551.